Dataset: Forward reaction prediction with 1.9M reactions from USPTO patents (1976-2016). Task: Predict the product of the given reaction. (1) Given the reactants [B:1](OC(C)C)([O:6]C(C)C)[O:2]C(C)C.Br[C:15]1[CH:16]=[C:17]2[C:22](=[CH:23][CH:24]=1)[CH:21]=[N:20][CH:19]=[CH:18]2.C([Li])CCC.[ClH:30], predict the reaction product. The product is: [ClH:30].[CH:21]1[C:22]2[C:17](=[CH:16][C:15]([B:1]([OH:6])[OH:2])=[CH:24][CH:23]=2)[CH:18]=[CH:19][N:20]=1. (2) Given the reactants Cl.Cl.[Br:3][C:4]1[CH:5]=[C:6]([CH:37]=[C:38]([C:40]([F:43])([F:42])[F:41])[CH:39]=1)[C:7]([N:9]([CH2:11][C@H:12]([C:30]1[CH:35]=[CH:34][C:33]([F:36])=[CH:32][CH:31]=1)[CH2:13][CH2:14][N:15]1[CH2:18][CH:17]([N:19]2[CH2:24][CH2:23][N:22]3[C:25](=[O:29])[CH2:26]C[CH2:28][CH:21]3[CH2:20]2)[CH2:16]1)[CH3:10])=[O:8].N1CC(N2CCN3[C@H](C[O:52]CC3=O)C2)C1.C([BH3-])#N.[Na+], predict the reaction product. The product is: [Br:3][C:4]1[CH:5]=[C:6]([CH:37]=[C:38]([C:40]([F:42])([F:41])[F:43])[CH:39]=1)[C:7]([N:9]([CH2:11][C@H:12]([C:30]1[CH:31]=[CH:32][C:33]([F:36])=[CH:34][CH:35]=1)[CH2:13][CH2:14][N:15]1[CH2:18][CH:17]([N:19]2[CH2:24][CH2:23][N:22]3[C@H:21]([CH2:28][O:52][CH2:26][C:25]3=[O:29])[CH2:20]2)[CH2:16]1)[CH3:10])=[O:8].